Dataset: Reaction yield outcomes from USPTO patents with 853,638 reactions. Task: Predict the reaction yield, written as a fraction of the theoretical maximum amount of product (1.0 means a 100% yield; for example, 0.34 means a 34% yield). The reactants are Br[C:2]1[CH:3]=[C:4]2[C:9](=[CH:10][CH:11]=1)[N:8]=[C:7]([C:12]1[CH:13]=[N:14][CH:15]=[CH:16][CH:17]=1)[N:6]=[C:5]2[NH:18][CH3:19].[NH2:20][C:21]1[CH:26]=[CH:25][CH:24]=[C:23]([F:27])[C:22]=1B(O)O.O.P([O-])([O-])([O-])=O.[K+].[K+].[K+]. The catalyst is O1CCOCC1.O. The product is [NH2:20][C:21]1[CH:26]=[CH:25][CH:24]=[C:23]([F:27])[C:22]=1[C:2]1[CH:3]=[C:4]2[C:9](=[CH:10][CH:11]=1)[N:8]=[C:7]([C:12]1[CH:13]=[N:14][CH:15]=[CH:16][CH:17]=1)[N:6]=[C:5]2[NH:18][CH3:19]. The yield is 0.855.